This data is from NCI-60 drug combinations with 297,098 pairs across 59 cell lines. The task is: Regression. Given two drug SMILES strings and cell line genomic features, predict the synergy score measuring deviation from expected non-interaction effect. (1) Drug 1: CC(C1=C(C=CC(=C1Cl)F)Cl)OC2=C(N=CC(=C2)C3=CN(N=C3)C4CCNCC4)N. Drug 2: C(CC(=O)O)C(=O)CN.Cl. Cell line: DU-145. Synergy scores: CSS=2.04, Synergy_ZIP=-4.67, Synergy_Bliss=-8.63, Synergy_Loewe=-11.9, Synergy_HSA=-10.5. (2) Drug 1: C1CCN(CC1)CCOC2=CC=C(C=C2)C(=O)C3=C(SC4=C3C=CC(=C4)O)C5=CC=C(C=C5)O. Drug 2: CC(C)NC(=O)C1=CC=C(C=C1)CNNC.Cl. Cell line: RXF 393. Synergy scores: CSS=-1.52, Synergy_ZIP=0.676, Synergy_Bliss=-0.315, Synergy_Loewe=-2.69, Synergy_HSA=-1.77. (3) Drug 1: CC1=C(C(=O)C2=C(C1=O)N3CC4C(C3(C2COC(=O)N)OC)N4)N. Drug 2: C1C(C(OC1N2C=NC3=C2NC=NCC3O)CO)O. Cell line: T-47D. Synergy scores: CSS=4.00, Synergy_ZIP=-1.61, Synergy_Bliss=-0.413, Synergy_Loewe=1.73, Synergy_HSA=1.25. (4) Drug 1: C1CC(=O)NC(=O)C1N2CC3=C(C2=O)C=CC=C3N. Drug 2: CN1C2=C(C=C(C=C2)N(CCCl)CCCl)N=C1CCCC(=O)O.Cl. Cell line: SNB-19. Synergy scores: CSS=4.18, Synergy_ZIP=-3.52, Synergy_Bliss=-4.68, Synergy_Loewe=-2.55, Synergy_HSA=-3.36. (5) Drug 1: CN(C)N=NC1=C(NC=N1)C(=O)N. Drug 2: B(C(CC(C)C)NC(=O)C(CC1=CC=CC=C1)NC(=O)C2=NC=CN=C2)(O)O. Cell line: K-562. Synergy scores: CSS=4.09, Synergy_ZIP=-0.0541, Synergy_Bliss=-1.15, Synergy_Loewe=-0.665, Synergy_HSA=-1.71. (6) Drug 1: C1=CC(=CC=C1CCC2=CNC3=C2C(=O)NC(=N3)N)C(=O)NC(CCC(=O)O)C(=O)O. Drug 2: C1=CC(=CC=C1C#N)C(C2=CC=C(C=C2)C#N)N3C=NC=N3. Cell line: U251. Synergy scores: CSS=35.9, Synergy_ZIP=1.15, Synergy_Bliss=1.18, Synergy_Loewe=-20.3, Synergy_HSA=1.41. (7) Drug 1: CC1=C2C(C(=O)C3(C(CC4C(C3C(C(C2(C)C)(CC1OC(=O)C(C(C5=CC=CC=C5)NC(=O)OC(C)(C)C)O)O)OC(=O)C6=CC=CC=C6)(CO4)OC(=O)C)O)C)O. Drug 2: N.N.Cl[Pt+2]Cl. Cell line: OVCAR3. Synergy scores: CSS=27.0, Synergy_ZIP=-3.78, Synergy_Bliss=0.0679, Synergy_Loewe=-13.1, Synergy_HSA=-2.64.